Dataset: Catalyst prediction with 721,799 reactions and 888 catalyst types from USPTO. Task: Predict which catalyst facilitates the given reaction. (1) Reactant: [N+:1]([O-:4])(O)=[O:2].[CH:5]1([CH2:10][C:11]([NH:13][C:14]2[C:19]([CH3:20])=[CH:18][CH:17]=[CH:16][C:15]=2[O:21][CH3:22])=[O:12])[CH2:9][CH2:8][CH2:7][CH2:6]1.O. Product: [CH:5]1([CH2:10][C:11]([NH:13][C:14]2[C:15]([O:21][CH3:22])=[CH:16][CH:17]=[C:18]([N+:1]([O-:4])=[O:2])[C:19]=2[CH3:20])=[O:12])[CH2:9][CH2:8][CH2:7][CH2:6]1. The catalyst class is: 15. (2) Reactant: [C:1]1([C:7]2([CH2:13][CH:14]=[O:15])[CH2:12][CH2:11][CH2:10][CH2:9][O:8]2)[CH:6]=[CH:5][CH:4]=[CH:3][CH:2]=1.S(=O)(=O)([OH:18])N.Cl([O-])=O.[Na+]. Product: [C:1]1([C:7]2([CH2:13][C:14]([OH:18])=[O:15])[CH2:12][CH2:11][CH2:10][CH2:9][O:8]2)[CH:2]=[CH:3][CH:4]=[CH:5][CH:6]=1. The catalyst class is: 20. (3) Reactant: [Cl:1][C:2]1[C:3]([Cl:23])=[CH:4][C:5]2[C:6]3[CH2:15][CH2:14][N:13]([C:16]([O:18][C:19]([CH3:22])([CH3:21])[CH3:20])=[O:17])[CH2:12][CH2:11][C:7]=3[NH:8][C:9]=2[CH:10]=1.[H-].[Na+].Br[CH2:27][CH2:28][O:29][C:30]1[CH:35]=[CH:34][CH:33]=[CH:32][CH:31]=1. Product: [Cl:1][C:2]1[C:3]([Cl:23])=[CH:4][C:5]2[C:6]3[CH2:15][CH2:14][N:13]([C:16]([O:18][C:19]([CH3:20])([CH3:22])[CH3:21])=[O:17])[CH2:12][CH2:11][C:7]=3[N:8]([CH2:27][CH2:28][O:29][C:30]3[CH:35]=[CH:34][CH:33]=[CH:32][CH:31]=3)[C:9]=2[CH:10]=1. The catalyst class is: 3. (4) Reactant: [N+:1]([C:4]1[CH:5]=[CH:6][C:7]2[O:11][C:10]([C:12]([OH:14])=[O:13])=[CH:9][C:8]=2[CH:15]=1)([O-:3])=[O:2].ON1C2C=CC=CC=2N=N1.CCN=C=NCCCN(C)C.Cl.C(N(CC)CC)C.[CH2:45]([O:47][CH2:48][CH:49](O)[CH2:50][O:51][CH2:52][CH3:53])[CH3:46].[Cl-].[NH4+]. The catalyst class is: 3. Product: [N+:1]([C:4]1[CH:5]=[CH:6][C:7]2[O:11][C:10]([C:12]([O:14][CH:49]([CH2:50][O:51][CH2:52][CH3:53])[CH2:48][O:47][CH2:45][CH3:46])=[O:13])=[CH:9][C:8]=2[CH:15]=1)([O-:3])=[O:2]. (5) The catalyst class is: 2. Product: [Si:28]([O:1][CH2:2][CH:3]1[CH2:7][N:6]([C:8]2[CH:9]=[N:10][N:11]3[CH2:16][C@H:15]([CH3:17])[NH:14][CH2:13][C:12]=23)[C:5](=[O:18])[CH2:4]1)([C:25]([CH3:27])([CH3:26])[CH3:24])([CH3:30])[CH3:29]. Reactant: [OH:1][CH2:2][CH:3]1[CH2:7][N:6]([C:8]2[CH:9]=[N:10][N:11]3[CH2:16][C@H:15]([CH3:17])[NH:14][CH2:13][C:12]=23)[C:5](=[O:18])[CH2:4]1.N1C=CN=C1.[CH3:24][C:25]([Si:28](Cl)([CH3:30])[CH3:29])([CH3:27])[CH3:26]. (6) Reactant: C[O:2][C:3](=[O:49])[CH2:4][CH:5]1[CH2:10][CH2:9][CH:8]([CH2:11][N:12]2[C:25]3[C:17](=[CH:18][C:19]4[CH2:20][O:21][CH2:22][C:23]=4[C:24]=3[CH3:26])[C@@H:16]([N:27]([CH2:34][C:35]3[CH:40]=[C:39]([C:41]([F:44])([F:43])[F:42])[CH:38]=[C:37]([C:45]([F:48])([F:47])[F:46])[CH:36]=3)[C:28]3[N:29]=[N:30][N:31]([CH3:33])[N:32]=3)[CH2:15][CH2:14][CH2:13]2)[CH2:7][CH2:6]1.[OH-].[Na+].Cl. Product: [F:48][C:45]([F:46])([F:47])[C:37]1[CH:36]=[C:35]([CH:40]=[C:39]([C:41]([F:42])([F:43])[F:44])[CH:38]=1)[CH2:34][N:27]([C:28]1[N:29]=[N:30][N:31]([CH3:33])[N:32]=1)[CH:16]1[C:17]2=[CH:18][C:19]3[CH2:20][O:21][CH2:22][C:23]=3[C:24]([CH3:26])=[C:25]2[N:12]([CH2:11][CH:8]2[CH2:9][CH2:10][CH:5]([CH2:4][C:3]([OH:49])=[O:2])[CH2:6][CH2:7]2)[CH2:13][CH2:14][CH2:15]1. The catalyst class is: 24. (7) Product: [CH3:25][O:26][C:27](=[O:39])[C:28]1[C:33]([NH:34][C:35](=[O:37])[CH3:36])=[CH:32][CH:31]=[C:30]([N:38]2[C:11]([CH3:12])=[CH:10][CH:9]=[C:8]2[C:6]2[CH:7]=[C:2]([Cl:1])[CH:3]=[CH:4][C:5]=2[O:15][CH2:16][C:17]2[CH:22]=[CH:21][C:20]([Br:23])=[CH:19][C:18]=2[F:24])[CH:29]=1. Reactant: [Cl:1][C:2]1[CH:3]=[CH:4][C:5]([O:15][CH2:16][C:17]2[CH:22]=[CH:21][C:20]([Br:23])=[CH:19][C:18]=2[F:24])=[C:6]([C:8](=O)[CH2:9][CH2:10][C:11](=O)[CH3:12])[CH:7]=1.[CH3:25][O:26][C:27](=[O:39])[C:28]1[C:33]([NH:34][C:35](=[O:37])[CH3:36])=[CH:32][CH:31]=[C:30]([NH2:38])[CH:29]=1.CC1C=CC(S(O)(=O)=O)=CC=1. The catalyst class is: 291. (8) Reactant: C(N(C)[CH:4]=[N:5][C:6]1[CH:11]=[C:10]([N+:12]([O-:14])=[O:13])[C:9]([CH3:15])=[CH:8][C:7]=1[NH:16][CH2:17][C:18](=[N:31][O:32][CH3:33])[CH2:19][O:20][C:21]1[CH:26]=[CH:25][CH:24]=[C:23]([C:27]([F:30])([F:29])[F:28])[CH:22]=1)C.C(O)(C(F)(F)F)=O. Product: [CH3:33][O:32][N:31]=[C:18]([CH2:19][O:20][C:21]1[CH:26]=[CH:25][CH:24]=[C:23]([C:27]([F:28])([F:30])[F:29])[CH:22]=1)[CH2:17][N:16]1[C:7]2[CH:8]=[C:9]([CH3:15])[C:10]([N+:12]([O-:14])=[O:13])=[CH:11][C:6]=2[N:5]=[CH:4]1. The catalyst class is: 1.